The task is: Predict the product of the given reaction.. This data is from Forward reaction prediction with 1.9M reactions from USPTO patents (1976-2016). (1) The product is: [NH2:21][CH2:20][CH:16]([CH:17]([CH3:19])[CH3:18])[CH2:15][C:14]([NH:13][C:9]1[CH:8]=[C:7]2[C:12](=[CH:11][CH:10]=1)[N:3]([CH2:1][CH3:2])[C:4](=[O:28])[N:5]([CH2:26][CH3:27])[C:6]2=[O:25])=[O:24]. Given the reactants [CH2:1]([N:3]1[C:12]2[C:7](=[CH:8][C:9]([NH:13][C:14](=[O:24])[CH2:15][CH:16]([CH2:20][N+:21]([O-])=O)[CH:17]([CH3:19])[CH3:18])=[CH:10][CH:11]=2)[C:6](=[O:25])[N:5]([CH2:26][CH3:27])[C:4]1=[O:28])[CH3:2], predict the reaction product. (2) Given the reactants C[O:2][C:3](=[O:42])[C:4]1[CH:9]=[CH:8][C:7]([CH2:10][NH:11][C:12]([C@H:14]2[C@H:18]([C:19]3[CH:24]=[CH:23][CH:22]=[C:21]([Cl:25])[C:20]=3[F:26])[C@:17]([C:29]3[CH:34]=[CH:33][C:32]([Cl:35])=[CH:31][C:30]=3[F:36])([C:27]#[N:28])[C@H:16]([CH2:37][C:38]([CH3:41])([CH3:40])[CH3:39])[NH:15]2)=[O:13])=[CH:6][CH:5]=1.[OH-].[Na+], predict the reaction product. The product is: [Cl:25][C:21]1[C:20]([F:26])=[C:19]([C@@H:18]2[C@:17]([C:29]3[CH:34]=[CH:33][C:32]([Cl:35])=[CH:31][C:30]=3[F:36])([C:27]#[N:28])[C@H:16]([CH2:37][C:38]([CH3:41])([CH3:40])[CH3:39])[NH:15][C@H:14]2[C:12]([NH:11][CH2:10][C:7]2[CH:6]=[CH:5][C:4]([C:3]([OH:42])=[O:2])=[CH:9][CH:8]=2)=[O:13])[CH:24]=[CH:23][CH:22]=1. (3) Given the reactants [CH2:1]([O:8][CH:9]([CH3:21])[C:10]([NH:12][N:13]1[C:17]([C:18]([NH2:20])=[O:19])=[CH:16][N:15]=[CH:14]1)=O)[C:2]1[CH:7]=[CH:6][CH:5]=[CH:4][CH:3]=1.[OH-].[K+], predict the reaction product. The product is: [CH2:1]([O:8][CH:9]([C:10]1[NH:20][C:18](=[O:19])[C:17]2=[CH:16][N:15]=[CH:14][N:13]2[N:12]=1)[CH3:21])[C:2]1[CH:7]=[CH:6][CH:5]=[CH:4][CH:3]=1. (4) Given the reactants O1CCN([CH2:7][CH2:8][CH2:9]S(O)(=O)=O)CC1.[Cl-].[Mg+2].[Cl-].C(N([CH2:33][C:34]([O-:36])=[O:35])[CH2:33][C:34]([O-:36])=[O:35])CN([CH2:33][C:34]([O-:36])=[O:35])[CH2:33][C:34]([O-:36])=[O:35].[Na+].[Na+].[Na+].[Na+].C1N=C(N)C2N=CN([C@@H]3O[C@H](COP(OP(OC[C@H]4O[C@@H](N5C=[C:75]([C:77](N)=O)[CH2:74][CH:73]=[CH:72]5)[C@H](O)[C@@H]4O)(O)=O)(O)=O)[C@@H](O)[C@H]3OP(O)(O)=O)C=2N=1.[CH:89]([OH:91])=O, predict the reaction product. The product is: [CH2:8]([CH2:7][CH2:89][OH:91])[CH2:9][CH2:72]/[CH:73]=[CH:74]\[CH2:75]/[CH:77]=[CH:75]\[CH2:74]/[CH:73]=[CH:72]\[CH2:72]/[CH:73]=[CH:74]\[CH2:75][CH2:77][CH2:33][C:34]([OH:36])=[O:35].